Dataset: Full USPTO retrosynthesis dataset with 1.9M reactions from patents (1976-2016). Task: Predict the reactants needed to synthesize the given product. (1) Given the product [NH2:17][CH2:16][C@H:15]([C:10]1[CH:11]=[CH:12][CH:13]=[C:14]2[C:9]=1[N:8]=[CH:7][N:6]=[C:5]2[C:3]([NH:2][CH3:1])=[O:4])[CH3:24], predict the reactants needed to synthesize it. The reactants are: [CH3:1][NH:2][C:3]([C:5]1[C:14]2[C:9](=[C:10]([C@H:15]([CH3:24])[CH2:16][NH:17]C(=O)C(F)(F)F)[CH:11]=[CH:12][CH:13]=2)[N:8]=[CH:7][N:6]=1)=[O:4].C([O-])([O-])=O.[K+].[K+]. (2) Given the product [CH3:27][C:22]1([CH3:28])[C:23]([CH3:26])([CH3:25])[O:24][B:20]([C:2]2[CH:3]=[C:4]3[C:9](=[CH:10][CH:11]=2)[CH2:8][N:7]([C:12](=[O:14])[CH3:13])[CH2:6][CH2:5]3)[O:21]1, predict the reactants needed to synthesize it. The reactants are: Br[C:2]1[CH:3]=[C:4]2[C:9](=[CH:10][CH:11]=1)[CH2:8][N:7]([C:12](=[O:14])[CH3:13])[CH2:6][CH2:5]2.C([O-])(=O)C.[K+].[B:20]1([B:20]2[O:24][C:23]([CH3:26])([CH3:25])[C:22]([CH3:28])([CH3:27])[O:21]2)[O:24][C:23]([CH3:26])([CH3:25])[C:22]([CH3:28])([CH3:27])[O:21]1. (3) Given the product [C:1]([O:4][CH2:5][C:6]1[CH:11]=[C:10]([NH:12][C:20]2[CH:25]=[CH:24][C:23]([C:26]#[N:27])=[CH:22][CH:21]=2)[CH:9]=[CH:8][C:7]=1[Br:28])(=[O:3])[CH3:2], predict the reactants needed to synthesize it. The reactants are: [C:1]([O:4][CH2:5][C:6]1[CH:11]=[C:10]([N:12]([C:20]2[CH:25]=[CH:24][C:23]([C:26]#[N:27])=[CH:22][CH:21]=2)C(OC(C)(C)C)=O)[CH:9]=[CH:8][C:7]=1[Br:28])(=[O:3])[CH3:2].Cl.[OH-].[Na+]. (4) Given the product [NH2:8][C:9]1[N:14]=[C:13]([CH3:15])[N:12]=[C:11]([C:16]2[C:17]([NH:22][C:23]3[CH:24]=[CH:25][C:26]4[O:30][C:29]([CH3:31])=[N:28][C:27]=4[CH:32]=3)=[N:18][CH:19]=[CH:20][CH:21]=2)[N:10]=1, predict the reactants needed to synthesize it. The reactants are: COC1C=CC(C[N:8](CC2C=CC(OC)=CC=2)[C:9]2[N:14]=[C:13]([CH3:15])[N:12]=[C:11]([C:16]3[C:17]([NH:22][C:23]4[CH:24]=[CH:25][C:26]5[O:30][C:29]([CH3:31])=[N:28][C:27]=5[CH:32]=4)=[N:18][CH:19]=[CH:20][CH:21]=3)[N:10]=2)=CC=1. (5) Given the product [CH2:20]([O:19][C:17]([C:12]1[CH2:13][CH2:14][O:15][CH2:16][C:11]=1[S:10]([OH:7])(=[O:6])=[O:5])=[O:18])[CH3:21], predict the reactants needed to synthesize it. The reactants are: B1([O-])OO1.[OH2:5].[OH2:6].[OH2:7].O.[Na+].[SH:10][C:11]1[CH2:16][O:15][CH2:14][CH2:13][C:12]=1[C:17]([O:19][CH2:20][CH3:21])=[O:18]. (6) Given the product [ClH:1].[Cl:1][C:2]1[CH:3]=[CH:4][C:5]([C:6]([N:8]2[CH2:12][CH2:11][C@@H:10]([NH:13][C:14]3[N:15]=[CH:16][C:17](/[CH:20]=[CH:21]/[C:22]([NH:24][OH:25])=[O:23])=[N:18][CH:19]=3)[CH2:9]2)=[O:7])=[CH:32][CH:33]=1, predict the reactants needed to synthesize it. The reactants are: [Cl:1][C:2]1[CH:33]=[CH:32][C:5]([C:6]([N:8]2[CH2:12][CH2:11][C@@H:10]([NH:13][C:14]3[N:15]=[CH:16][C:17](/[CH:20]=[CH:21]/[C:22]([NH:24][O:25]C4CCCCO4)=[O:23])=[N:18][CH:19]=3)[CH2:9]2)=[O:7])=[CH:4][CH:3]=1.Cl. (7) Given the product [Cl:1][C:2]1[N:3]=[C:4]([C:9]([O:11][CH3:12])=[O:10])[CH:5]=[C:6]([NH:20][CH:21]2[CH2:26][CH2:25][O:24][CH2:23][CH2:22]2)[N:7]=1, predict the reactants needed to synthesize it. The reactants are: [Cl:1][C:2]1[N:7]=[C:6](Cl)[CH:5]=[C:4]([C:9]([O:11][CH3:12])=[O:10])[N:3]=1.C(N(CC)CC)C.[NH2:20][CH:21]1[CH2:26][CH2:25][O:24][CH2:23][CH2:22]1. (8) Given the product [Cl:3][C:4]1[CH:5]=[CH:6][C:7](/[CH:8]=[CH:46]/[C:45]2[CH:48]=[CH:49][CH:50]=[C:43]([O:42][CH2:41][O:40][CH3:39])[CH:44]=2)=[CH:17][CH:18]=1, predict the reactants needed to synthesize it. The reactants are: [H-].[Na+].[Cl:3][C:4]1[CH:18]=[CH:17][C:7]([CH2:8]P(=O)(OCC)OCC)=[CH:6][CH:5]=1.C1OCCOCCOCCOCCOCCOC1.CO.[CH3:39][O:40][CH2:41][O:42][C:43]1[CH:44]=[C:45]([CH:48]=[CH:49][CH:50]=1)[CH:46]=O. (9) Given the product [O:2]([C:3]1[CH:37]=[C:7]2[C:6](=[CH:5][C:4]=1[O:35][CH3:36])[N:11]([CH3:12])[CH:10]=[C:9]2[C:13]1[N:24]([S:25]([C:28]2[CH:29]=[CH:30][C:31]([CH3:34])=[CH:32][CH:33]=2)(=[O:26])=[O:27])[C:16]2=[N:17][CH:18]=[CH:19][C:20]([CH2:21][NH2:22])=[C:15]2[CH:14]=1)[CH3:1], predict the reactants needed to synthesize it. The reactants are: [CH3:1][O:2][C:3]1N=[C:7]2[C:9]([C:13]3[N:24]([S:25]([C:28]4[CH:33]=[CH:32][C:31]([CH3:34])=[CH:30][CH:29]=4)(=[O:27])=[O:26])[C:16]4[N:17]=[CH:18][CH:19]=[C:20]([CH:21]=[N:22]O)[C:15]=4[CH:14]=3)=[CH:10][N:11]([CH3:12])[C:6]2=[CH:5][C:4]=1[O:35][CH3:36].[CH:37](O)=O. (10) The reactants are: [N:1]1[C:9]([C:10]2[C:11]([NH:16][C:17]3[C:22]([F:23])=[CH:21][CH:20]=[C:19]([NH2:24])[C:18]=3[F:25])=[N:12][CH:13]=[CH:14][CH:15]=2)=[C:8]2[C:4]([NH:5][CH:6]=[N:7]2)=[N:3][CH:2]=1.[CH3:26][O:27][C:28]1[CH:33]=[CH:32][C:31]([CH:34]2[CH2:36][CH:35]2[S:37](Cl)(=[O:39])=[O:38])=[CH:30][CH:29]=1. Given the product [N:1]1[C:9]([C:10]2[C:11]([NH:16][C:17]3[C:18]([F:25])=[C:19]([NH:24][S:37]([CH:35]4[CH2:36][CH:34]4[C:31]4[CH:32]=[CH:33][C:28]([O:27][CH3:26])=[CH:29][CH:30]=4)(=[O:39])=[O:38])[CH:20]=[CH:21][C:22]=3[F:23])=[N:12][CH:13]=[CH:14][CH:15]=2)=[C:8]2[C:4]([NH:5][CH:6]=[N:7]2)=[N:3][CH:2]=1, predict the reactants needed to synthesize it.